Dataset: Reaction yield outcomes from USPTO patents with 853,638 reactions. Task: Predict the reaction yield, written as a fraction of the theoretical maximum amount of product (1.0 means a 100% yield; for example, 0.34 means a 34% yield). (1) The reactants are [CH3:1][O:2][C:3]1[CH:4]=[CH:5][C:6]2[O:10][C:9]([CH:11]=[O:12])=[CH:8][C:7]=2[CH:13]=1.[BH4-].[Na+]. The catalyst is CCO. The product is [CH3:1][O:2][C:3]1[CH:4]=[CH:5][C:6]2[O:10][C:9]([CH2:11][OH:12])=[CH:8][C:7]=2[CH:13]=1. The yield is 0.850. (2) The reactants are Br[CH:2]1[CH2:6][CH2:5][N:4]([C:7]2[CH:8]=[N:9][N:10]([C:15]3[CH:20]=[CH:19][C:18]([F:21])=[CH:17][CH:16]=3)[C:11]=2[CH:12]([CH3:14])[CH3:13])[C:3]1=[O:22].[NH:23]1[C:27]2=[N:28][CH:29]=[CH:30][CH:31]=[C:26]2[C:25]([C:32]#[N:33])=[N:24]1.C([O-])([O-])=O.[K+].[K+]. The catalyst is CN(C=O)C. The product is [F:21][C:18]1[CH:19]=[CH:20][C:15]([N:10]2[C:11]([CH:12]([CH3:14])[CH3:13])=[C:7]([N:4]3[CH2:5][CH2:6][CH:2]([N:23]4[C:27]5=[N:28][CH:29]=[CH:30][CH:31]=[C:26]5[C:25]([C:32]#[N:33])=[N:24]4)[C:3]3=[O:22])[CH:8]=[N:9]2)=[CH:16][CH:17]=1. The yield is 0.880. (3) The reactants are Br[C:2]1[S:3][CH:4]=[CH:5][CH:6]=1.C([Li])CCC.[CH:12](=[O:19])[C:13]1[CH:18]=[CH:17][N:16]=[CH:15][CH:14]=1. The catalyst is C1COCC1. The product is [N:16]1[CH:17]=[CH:18][C:13]([CH:12]([C:2]2[S:3][CH:4]=[CH:5][CH:6]=2)[OH:19])=[CH:14][CH:15]=1. The yield is 0.340. (4) The reactants are [Br:1][C:2]1[CH:3]=[CH:4][C:5]2[NH:11][C:10](=O)[CH2:9][O:8][C:7]([CH3:18])([C:13]3[S:14][CH:15]=[CH:16][CH:17]=3)[C:6]=2[CH:19]=1.[H-].[Al+3].[Li+].[H-].[H-].[H-].[Cl-].[NH4+].C(OCC)(=O)C. The catalyst is C1COCC1. The product is [Br:1][C:2]1[CH:3]=[CH:4][C:5]2[NH:11][CH2:10][CH2:9][O:8][C:7]([CH3:18])([C:13]3[S:14][CH:15]=[CH:16][CH:17]=3)[C:6]=2[CH:19]=1. The yield is 0.850. (5) The reactants are [Br:1][C:2]1[CH:3]=[C:4]([SH:8])[CH:5]=[CH:6][CH:7]=1.C(=O)([O-])[O-].[Cs+].[Cs+].[F:15][C:16]1[CH:23]=[CH:22][C:19]([CH2:20]Br)=[CH:18][CH:17]=1. The catalyst is CC#N. The product is [Br:1][C:2]1[CH:3]=[C:4]([S:8][CH2:20][C:19]2[CH:22]=[CH:23][C:16]([F:15])=[CH:17][CH:18]=2)[CH:5]=[CH:6][CH:7]=1. The yield is 1.00. (6) The reactants are C([O:3][C:4](=[O:28])[C:5]([CH3:27])=[CH:6][C:7]1[CH:12]=[CH:11][C:10]([C:13]#[C:14][C:15]2[CH:20]=[CH:19][CH:18]=[C:17]([CH2:21][N:22]([CH:24]3[CH2:26][CH2:25]3)[CH3:23])[CH:16]=2)=[CH:9][CH:8]=1)C.[OH-].[K+]. The catalyst is C(O)C.O1CCCC1. The product is [CH:24]1([N:22]([CH2:21][C:17]2[CH:16]=[C:15]([C:14]#[C:13][C:10]3[CH:11]=[CH:12][C:7]([CH:6]=[C:5]([CH3:27])[C:4]([OH:28])=[O:3])=[CH:8][CH:9]=3)[CH:20]=[CH:19][CH:18]=2)[CH3:23])[CH2:25][CH2:26]1. The yield is 0.830. (7) The reactants are [F:1][C:2]1[CH:3]=[C:4]([O:13]C)[CH:5]=[C:6]2[C:10]=1[C:9]([CH3:12])([CH3:11])[CH2:8][CH2:7]2.C(S)CCCCCCCCCCC.[Cl-].[Al+3].[Cl-].[Cl-].Cl. The catalyst is C1(C)C=CC=CC=1. The product is [F:1][C:2]1[CH:3]=[C:4]([OH:13])[CH:5]=[C:6]2[C:10]=1[C:9]([CH3:11])([CH3:12])[CH2:8][CH2:7]2. The yield is 0.940.